Task: Predict which catalyst facilitates the given reaction.. Dataset: Catalyst prediction with 721,799 reactions and 888 catalyst types from USPTO (1) Reactant: [ClH:1].[Br:2][C:3]1[CH:8]=[CH:7][C:6]([NH:9]N)=[C:5]([CH2:11][CH3:12])[CH:4]=1.O.Cl.[NH:15]1[CH2:20][CH2:19][C:18](=O)[CH2:17][CH2:16]1.Cl. Product: [ClH:1].[Br:2][C:3]1[CH:4]=[C:5]([CH2:11][CH3:12])[C:6]2[NH:9][C:18]3[CH2:17][CH2:16][NH:15][CH2:20][C:19]=3[C:7]=2[CH:8]=1. The catalyst class is: 14. (2) Reactant: [CH3:1][O:2][C:3]1[CH:8]=[CH:7][C:6]([C:9]#[CH:10])=[CH:5][CH:4]=1.C([Li])CCC.[Cl:16][C:17]1[CH:18]=[C:19]([CH:26]=[C:27]([Cl:29])[CH:28]=1)[C:20](N(OC)C)=[O:21]. Product: [Cl:16][C:17]1[CH:18]=[C:19]([C:20](=[O:21])[C:10]#[C:9][C:6]2[CH:7]=[CH:8][C:3]([O:2][CH3:1])=[CH:4][CH:5]=2)[CH:26]=[C:27]([Cl:29])[CH:28]=1. The catalyst class is: 1. (3) Reactant: [CH:1]([C:3]1[CH:8]=[CH:7][N:6]2[C:9]([C:12]3[CH:13]=[C:14]([NH:18][C:19]([NH:21][CH2:22][C:23]([F:26])([F:25])[F:24])=[O:20])[CH:15]=[CH:16][CH:17]=3)=[CH:10][N:11]=[C:5]2[CH:4]=1)=O.Cl.[NH2:28][OH:29].C(N(CC)CC)C.CC1C=CC(S(O)(=O)=O)=CC=1. Product: [OH:29][N:28]=[CH:1][C:3]1[CH:8]=[CH:7][N:6]2[C:9]([C:12]3[CH:13]=[C:14]([NH:18][C:19]([NH:21][CH2:22][C:23]([F:26])([F:25])[F:24])=[O:20])[CH:15]=[CH:16][CH:17]=3)=[CH:10][N:11]=[C:5]2[CH:4]=1. The catalyst class is: 11. (4) Reactant: [Cl:1][C:2]1[C:3]([C:32]2[C:40]3[C:35](=[CH:36][CH:37]=[CH:38][CH:39]=3)[N:34](S(C3C=CC=CC=3)(=O)=O)[CH:33]=2)=[N:4][C:5]([NH:8][CH:9]2[CH2:14][CH2:13][CH2:12][N:11]([C:15]([C:17]3[CH:22]=[CH:21][C:20]([NH:23][C:24](=[O:31])/[CH:25]=[CH:26]/[CH2:27][N:28]([CH3:30])[CH3:29])=[CH:19][CH:18]=3)=[O:16])[CH2:10]2)=[N:6][CH:7]=1.[OH-].[Na+]. Product: [Cl:1][C:2]1[C:3]([C:32]2[C:40]3[C:35](=[CH:36][CH:37]=[CH:38][CH:39]=3)[NH:34][CH:33]=2)=[N:4][C:5]([NH:8][CH:9]2[CH2:14][CH2:13][CH2:12][N:11]([C:15]([C:17]3[CH:18]=[CH:19][C:20]([NH:23][C:24](=[O:31])/[CH:25]=[CH:26]/[CH2:27][N:28]([CH3:29])[CH3:30])=[CH:21][CH:22]=3)=[O:16])[CH2:10]2)=[N:6][CH:7]=1. The catalyst class is: 258. (5) Reactant: [C:9](O[C:9]([O:11][C:12]([CH3:15])([CH3:14])[CH3:13])=[O:10])([O:11][C:12]([CH3:15])([CH3:14])[CH3:13])=[O:10].[NH:16]1[CH2:26][CH2:25][CH:19]([C:20]([O:22][CH2:23][CH3:24])=[O:21])[CH2:18][CH2:17]1. Product: [N:16]1([C:9]([O:11][C:12]([CH3:13])([CH3:14])[CH3:15])=[O:10])[CH2:26][CH2:25][CH:19]([C:20]([O:22][CH2:23][CH3:24])=[O:21])[CH2:18][CH2:17]1. The catalyst class is: 11.